This data is from Full USPTO retrosynthesis dataset with 1.9M reactions from patents (1976-2016). The task is: Predict the reactants needed to synthesize the given product. Given the product [F:1][C:2]1[C:7]([S:8]([CH3:11])(=[O:9])=[O:10])=[CH:6][CH:5]=[CH:4][C:3]=1[N:12]1[CH2:17][CH2:16][NH:15][CH2:14][CH2:13]1, predict the reactants needed to synthesize it. The reactants are: [F:1][C:2]1[C:7]([S:8]([CH3:11])(=[O:10])=[O:9])=[CH:6][CH:5]=[CH:4][C:3]=1[N:12]1[CH2:17][CH2:16][N:15](C(OC)=O)[CH2:14][CH2:13]1.